From a dataset of Catalyst prediction with 721,799 reactions and 888 catalyst types from USPTO. Predict which catalyst facilitates the given reaction. (1) Reactant: [C:1]([NH:8][C@H:9]([C:11](N)=O)[CH3:10])([O:3][C:4]([CH3:7])([CH3:6])[CH3:5])=[O:2].F[B-](F)(F)F.C([O+](CC)CC)C.[F:26][C:27]1[CH:28]=[C:29]([NH:34][C:35]2[CH:36]=[N:37][CH:38]=[C:39]([F:41])[CH:40]=2)[C:30]([NH2:33])=[CH:31][CH:32]=1. Product: [C:4]([O:3][C:1](=[O:2])[NH:8][C@H:9]([C:10]1[N:34]([C:35]2[CH:36]=[N:37][CH:38]=[C:39]([F:41])[CH:40]=2)[C:29]2[CH:28]=[C:27]([F:26])[CH:32]=[CH:31][C:30]=2[N:33]=1)[CH3:11])([CH3:7])([CH3:6])[CH3:5]. The catalyst class is: 2. (2) Reactant: [CH:1]1([C:4]2[O:8][N:7]=[C:6]([C:9]3[C:14]([Cl:15])=[CH:13][CH:12]=[CH:11][C:10]=3[Cl:16])[C:5]=2[CH2:17]O)[CH2:3][CH2:2]1.P(Br)(Br)[Br:20].C(=O)(O)[O-].[Na+]. Product: [Br:20][CH2:17][C:5]1[C:6]([C:9]2[C:14]([Cl:15])=[CH:13][CH:12]=[CH:11][C:10]=2[Cl:16])=[N:7][O:8][C:4]=1[CH:1]1[CH2:3][CH2:2]1. The catalyst class is: 4.